This data is from Catalyst prediction with 721,799 reactions and 888 catalyst types from USPTO. The task is: Predict which catalyst facilitates the given reaction. (1) Reactant: BrC1C=[N:4]C(CCN)=NC=1.C(N(CC)CC)C.FC(F)[C:20]1[C:24]([C:25](Cl)=[O:26])=[CH:23][N:22]([CH3:28])[N:21]=1. Product: [CH3:28][N:22]1[CH:23]=[C:24]([C:25]([NH2:4])=[O:26])[CH:20]=[N:21]1. The catalyst class is: 1. (2) Reactant: [CH2:1]([O:8][C:9]([NH:11][CH:12]([CH2:20][C:21]1[CH:26]=[CH:25][C:24]([OH:27])=[C:23]([O:28][CH3:29])[CH:22]=1)[C:13]([O:15][C:16]([CH3:19])([CH3:18])[CH3:17])=[O:14])=[O:10])[C:2]1[CH:7]=[CH:6][CH:5]=[CH:4][CH:3]=1.[CH2:30]([O:37][C:38]1[CH:46]=[CH:45][C:41]([C:42](Cl)=[O:43])=[CH:40][CH:39]=1)[CH2:31][CH2:32][CH2:33][CH2:34][CH2:35][CH3:36]. Product: [CH2:30]([O:37][C:38]1[CH:39]=[CH:40][C:41]([C:42]([O:27][C:24]2[CH:25]=[CH:26][C:21]([CH2:20][CH:12]([NH:11][C:9]([O:8][CH2:1][C:2]3[CH:3]=[CH:4][CH:5]=[CH:6][CH:7]=3)=[O:10])[C:13]([O:15][C:16]([CH3:17])([CH3:19])[CH3:18])=[O:14])=[CH:22][C:23]=2[O:28][CH3:29])=[O:43])=[CH:45][CH:46]=1)[CH2:31][CH2:32][CH2:33][CH2:34][CH2:35][CH3:36]. The catalyst class is: 2.